The task is: Predict which catalyst facilitates the given reaction.. This data is from Catalyst prediction with 721,799 reactions and 888 catalyst types from USPTO. (1) Reactant: Cl.[CH2:2]([O:9][CH:10]1[CH2:14][NH:13][CH2:12][C:11]1([F:16])[F:15])[C:3]1[CH:8]=[CH:7][CH:6]=[CH:5][CH:4]=1.[Cl:17][C:18]1[N:23]=[CH:22][C:21]2[C:24](I)=[N:25][N:26]([CH:27]([CH3:29])[CH3:28])[C:20]=2[CH:19]=1.C1(P(C2C=CC=CC=2)C2C3OC4C(=CC=CC=4P(C4C=CC=CC=4)C4C=CC=CC=4)C(C)(C)C=3C=CC=2)C=CC=CC=1.C(=O)([O-])[O-].[Cs+].[Cs+]. Product: [CH2:2]([O:9][CH:10]1[CH2:14][N:13]([C:24]2[C:21]3[CH:22]=[N:23][C:18]([Cl:17])=[CH:19][C:20]=3[N:26]([CH:27]([CH3:29])[CH3:28])[N:25]=2)[CH2:12][C:11]1([F:16])[F:15])[C:3]1[CH:4]=[CH:5][CH:6]=[CH:7][CH:8]=1. The catalyst class is: 62. (2) Reactant: C(OC([NH:8][NH:9][C:10]([C@H:12]1[CH2:17][CH2:16][CH2:15][N:14]([C:18](=[O:26])[C:19]2[CH:24]=[CH:23][C:22]([F:25])=[CH:21][CH:20]=2)[CH2:13]1)=[O:11])=O)(C)(C)C.Cl. Product: [F:25][C:22]1[CH:23]=[CH:24][C:19]([C:18]([N:14]2[CH2:15][CH2:16][CH2:17][C@H:12]([C:10]([NH:9][NH2:8])=[O:11])[CH2:13]2)=[O:26])=[CH:20][CH:21]=1. The catalyst class is: 4. (3) Reactant: [OH-].[K+].[CH3:3][O:4][C:5](=[O:34])[CH:6]([NH:15][C:16]1[CH:21]=[CH:20][CH:19]=[CH:18][C:17]=1[C:22](=[O:33])[C:23]1[CH:28]=[CH:27][C:26]([C:29]([CH3:32])([CH3:31])[CH3:30])=[CH:25][CH:24]=1)[CH2:7][C:8]1[CH:13]=[CH:12][C:11]([OH:14])=[CH:10][CH:9]=1.[Br:35][CH2:36][CH2:37]Br. Product: [CH3:3][O:4][C:5](=[O:34])[CH:6]([NH:15][C:16]1[CH:21]=[CH:20][CH:19]=[CH:18][C:17]=1[C:22](=[O:33])[C:23]1[CH:28]=[CH:27][C:26]([C:29]([CH3:30])([CH3:31])[CH3:32])=[CH:25][CH:24]=1)[CH2:7][C:8]1[CH:9]=[CH:10][C:11]([O:14][CH2:37][CH2:36][Br:35])=[CH:12][CH:13]=1. The catalyst class is: 8.